From a dataset of Full USPTO retrosynthesis dataset with 1.9M reactions from patents (1976-2016). Predict the reactants needed to synthesize the given product. (1) Given the product [OH:29][C@@:28]([C:23]1[CH:22]=[CH:21][C:20]2[C:25](=[CH:26][CH:27]=[C:18]([C:16]([NH:15][CH3:14])=[O:17])[CH:19]=2)[CH:24]=1)([C:30]1[N:31]=[CH:32][N:33]([C:35]([C:36]2[CH:41]=[CH:40][CH:39]=[CH:38][CH:37]=2)([C:48]2[CH:49]=[CH:50][CH:51]=[CH:52][CH:53]=2)[C:42]2[CH:47]=[CH:46][CH:45]=[CH:44][CH:43]=2)[CH:34]=1)[CH2:7][C:8]([O:10][CH:11]([CH3:13])[CH3:12])=[O:9], predict the reactants needed to synthesize it. The reactants are: Cl[Si](C)(C)C.Br[CH2:7][C:8]([O:10][CH:11]([CH3:13])[CH3:12])=[O:9].[CH3:14][NH:15][C:16]([C:18]1[CH:27]=[CH:26][C:25]2[C:20](=[CH:21][CH:22]=[C:23]([C:28]([C:30]3[N:31]=[CH:32][N:33]([C:35]([C:48]4[CH:53]=[CH:52][CH:51]=[CH:50][CH:49]=4)([C:42]4[CH:47]=[CH:46][CH:45]=[CH:44][CH:43]=4)[C:36]4[CH:41]=[CH:40][CH:39]=[CH:38][CH:37]=4)[CH:34]=3)=[O:29])[CH:24]=2)[CH:19]=1)=[O:17]. (2) The reactants are: C1C2C(C[O:15][C:16]([N:18]3[CH2:23][C@H:22]([NH:24][S:25]([C:28]4[CH:33]=[CH:32][C:31]([CH3:34])=[CH:30][CH:29]=4)(=[O:27])=[O:26])[CH2:21][C@H:20]([C:35]([OH:37])=[O:36])[CH2:19]3)=[O:17])C3C(=CC=CC=3)C=2C=CC=1.N1CCCCC1.C(OC(O[C:47]([CH3:50])([CH3:49])[CH3:48])=O)(O[C:47]([CH3:50])([CH3:49])[CH3:48])=O.C([O-])([O-])=O.[K+].[K+]. Given the product [C:47]([O:15][C:16]([N:18]1[CH2:23][C@H:22]([NH:24][S:25]([C:28]2[CH:33]=[CH:32][C:31]([CH3:34])=[CH:30][CH:29]=2)(=[O:27])=[O:26])[CH2:21][C@H:20]([C:35]([OH:37])=[O:36])[CH2:19]1)=[O:17])([CH3:50])([CH3:49])[CH3:48], predict the reactants needed to synthesize it. (3) Given the product [CH3:11][O:10][C:3]1[CH:4]=[C:5]([CH:8]=[CH:9][C:2]=1[N:16]1[CH:17]=[C:13]([CH3:12])[N:14]=[CH:15]1)[CH:6]=[O:7].[CH3:11][O:10][C:3]1[CH:4]=[C:5]([CH:8]=[CH:9][C:2]=1[N:14]1[C:13]([CH3:12])=[CH:17][N:16]=[CH:15]1)[CH:6]=[O:7], predict the reactants needed to synthesize it. The reactants are: F[C:2]1[CH:9]=[CH:8][C:5]([CH:6]=[O:7])=[CH:4][C:3]=1[O:10][CH3:11].[CH3:12][C:13]1[N:14]=[CH:15][NH:16][CH:17]=1.C(=O)([O-])[O-].[K+].[K+]. (4) Given the product [C:10]([O:13][CH2:14][CH2:15][C:16]1[C:21]([N+:22]([O-:24])=[O:23])=[CH:20][CH:19]=[C:18]([NH:25][C:29](=[O:30])[C:28]([F:43])([F:27])[C:32]2[C:41]3[C:36](=[CH:37][CH:38]=[CH:39][CH:40]=3)[C:35]([F:42])=[CH:34][CH:33]=2)[C:17]=1[F:26])(=[O:12])[CH3:11], predict the reactants needed to synthesize it. The reactants are: CCN(C(C)C)C(C)C.[C:10]([O:13][CH2:14][CH2:15][C:16]1[C:21]([N+:22]([O-:24])=[O:23])=[CH:20][CH:19]=[C:18]([NH2:25])[C:17]=1[F:26])(=[O:12])[CH3:11].[F:27][C:28]([F:43])([C:32]1[C:41]2[C:36](=[CH:37][CH:38]=[CH:39][CH:40]=2)[C:35]([F:42])=[CH:34][CH:33]=1)[C:29](Cl)=[O:30].FC(F)(C1C2C(=CC=CC=2)C(F)=CC=1)C(O)=O.C(Cl)(=O)C(Cl)=O. (5) Given the product [Br:1][C:2]1[C:10]2[C:9](=[O:11])[NH:8][CH:7]=[N:6][C:5]=2[N:4]([C@H:12]2[O:18][C@@H:17]([CH2:19][OH:20])[C@H:15]([OH:16])[C@@H:13]2[OH:14])[N:3]=1, predict the reactants needed to synthesize it. The reactants are: [Br:1][C:2]1[C:10]2[C:9](=[O:11])[NH:8][CH:7]=[N:6][C:5]=2[N:4]([C@H:12]2[O:18][C@@H:17]([CH2:19][O:20]C(=O)C3C=CC=CC=3)[C@:15](C(=O)C3C=CC=CC=3)([OH:16])[C@:13]2(C(=O)C2C=CC=CC=2)[OH:14])[N:3]=1. (6) Given the product [C:38]([OH:43])(=[O:44])[CH2:39][CH2:40][C:41]([OH:2])=[O:42].[S:5]([NH:21][C@H:22]([C:28]([OH:30])=[O:29])[CH2:23][CH2:24][CH2:25][CH2:26][NH2:27])([C:8]1[C:20]2[CH:19]=[CH:18][CH:17]=[C:13]([N:14]([CH3:16])[CH3:15])[C:12]=2[CH:11]=[CH:10][CH:9]=1)(=[O:6])=[O:7], predict the reactants needed to synthesize it. The reactants are: C(CN)[OH:2].[S:5]([NH:21][C@H:22]([C:28]([OH:30])=[O:29])[CH2:23][CH2:24][CH2:25][CH2:26][NH2:27])([C:8]1[C:20]2[CH:19]=[CH:18][CH:17]=[C:13]([N:14]([CH3:16])[CH3:15])[C:12]=2[CH:11]=[CH:10][CH:9]=1)(=[O:7])=[O:6].C(N(CC)CC)C.[C:38]1(=[O:44])[O:43][C:41](=[O:42])[CH2:40][CH2:39]1. (7) Given the product [Cl:1][C:2]1[C:7]([C:8]([F:11])([F:10])[F:9])=[CH:6][CH:5]=[CH:4][C:3]=1[C:12]([N:14]1[CH2:19][CH2:18][C:17]2=[C:20]([C:39]3[CH:38]=[N:37][CH:51]=[CH:46][N:45]=3)[NH:21][N:22]=[C:16]2[CH2:15]1)=[O:13], predict the reactants needed to synthesize it. The reactants are: [Cl:1][C:2]1[C:7]([C:8]([F:11])([F:10])[F:9])=[CH:6][CH:5]=[CH:4][C:3]=1[C:12]([N:14]1[CH2:19][CH2:18][C:17]2[C:20](I)=[N:21][NH:22][C:16]=2[CH2:15]1)=[O:13].ClC1C(C(F)(F)F)=CC=CC=1C([N:37]1CCC2C(I)=N[N:45]([CH:46]3[CH2:51]CCCO3)[C:39]=2[CH2:38]1)=O.C([Sn](CCCC)(CCCC)C1C=NC=CN=1)CCC.[Cl-].[Li+].